This data is from Forward reaction prediction with 1.9M reactions from USPTO patents (1976-2016). The task is: Predict the product of the given reaction. (1) Given the reactants [NH2:1][C:2]1[CH:3]=[CH:4][C:5]([F:18])=[C:6]([C@:8]2([CH3:17])[C:13]([F:15])([F:14])[CH2:12][O:11][C:10]([NH2:16])=[N:9]2)[CH:7]=1.[F:19][C:20]([F:31])([F:30])[C:21]1[CH:22]=[N:23][C:24]([C:27](O)=[O:28])=[N:25][CH:26]=1, predict the reaction product. The product is: [NH2:16][C:10]1[O:11][CH2:12][C:13]([F:14])([F:15])[C@:8]([C:6]2[CH:7]=[C:2]([NH:1][C:27]([C:24]3[N:23]=[CH:22][C:21]([C:20]([F:30])([F:19])[F:31])=[CH:26][N:25]=3)=[O:28])[CH:3]=[CH:4][C:5]=2[F:18])([CH3:17])[N:9]=1. (2) Given the reactants [F:1][C:2]1[CH:3]=[C:4]2[C:8](=[CH:9][CH:10]=1)[N:7]([CH2:11][C:12]1[CH:17]=[CH:16][CH:15]=[C:14]([F:18])[CH:13]=1)[C:6]([C:19](O)=[O:20])=[CH:5]2.[CH:31]1(N=C=N[CH:31]2[CH2:36][CH2:35][CH2:34][CH2:33][CH2:32]2)[CH2:36][CH2:35][CH2:34][CH2:33][CH2:32]1.O.O[N:39]1[C:43]2C=[CH:45][CH:46]=[CH:47][C:42]=2[N:41]=N1.C([NH:51][C:52]1[CH:57]=[CH:56]C(N)=CN=1)(=O)C, predict the reaction product. The product is: [CH3:56][C:57]1[N:39]2[CH:43]=[C:42]([NH:41][C:19]([C:6]3[N:7]([CH2:11][C:12]4[CH:17]=[CH:16][CH:15]=[C:14]([F:18])[CH:13]=4)[C:8]4[C:4]([CH:5]=3)=[CH:3][C:2]([F:1])=[CH:10][CH:9]=4)=[O:20])[CH:47]=[CH:46][C:45]2=[N:51][C:52]=1[C:31]1[CH:32]=[CH:33][CH:34]=[CH:35][CH:36]=1. (3) Given the reactants C([O:3][C:4](=O)[CH2:5][CH2:6][N:7]([C:13]1[C:18]([N+:19]([O-])=O)=[CH:17][N:16]=[C:15]([Cl:22])[N:14]=1)[CH:8]1[CH2:12][CH2:11][CH2:10][CH2:9]1)C.Cl, predict the reaction product. The product is: [Cl:22][C:15]1[N:16]=[CH:17][C:18]2[NH:19][C:4](=[O:3])[CH2:5][CH2:6][N:7]([CH:8]3[CH2:12][CH2:11][CH2:10][CH2:9]3)[C:13]=2[N:14]=1. (4) Given the reactants [NH:1]1[C:9]2[C:4](=[CH:5][C:6]([C:10]3[C:14]4[C:15]([NH2:19])=[N:16][CH:17]=[CH:18][C:13]=4[O:12][CH:11]=3)=[CH:7][CH:8]=2)[CH2:3][CH2:2]1.[Cl:20][C:21]1[CH:22]=[C:23]([CH2:28][C:29](O)=[O:30])[CH:24]=[C:25]([F:27])[CH:26]=1.CN(C(ON1N=NC2C=CC=NC1=2)=[N+](C)C)C.F[P-](F)(F)(F)(F)F.CCN(C(C)C)C(C)C, predict the reaction product. The product is: [Cl:20][C:21]1[CH:22]=[C:23]([CH2:28][C:29]([N:1]2[C:9]3[C:4](=[CH:5][C:6]([C:10]4[C:14]5[C:15]([NH2:19])=[N:16][CH:17]=[CH:18][C:13]=5[O:12][CH:11]=4)=[CH:7][CH:8]=3)[CH2:3][CH2:2]2)=[O:30])[CH:24]=[C:25]([F:27])[CH:26]=1. (5) The product is: [N:35]([CH2:2][C:3]1[N:8]=[C:7]([N:9]2[CH2:13][CH2:12][CH2:11][C:10]2=[O:14])[CH:6]=[CH:5][CH:4]=1)=[N+:36]=[N-:37]. Given the reactants Br[CH2:2][C:3]1[N:8]=[C:7]([N:9]2[CH2:13][CH2:12][CH2:11][C:10]2=[O:14])[CH:6]=[CH:5][CH:4]=1.C1(P(=O)(C2C=CC=CC=2)C2C=CC=CC=2)C=CC=CC=1.[N-:35]=[N+:36]=[N-:37].[Na+], predict the reaction product. (6) Given the reactants [C:1](=[O:27])([O:7][C:8]1[C:20]2[CH2:19][O:18][C:17](=[O:21])[C:16]=2[C:15]([OH:22])=[C:14]2[C:9]=1[CH:10]=[C:11]([O:25][CH3:26])[C:12]([O:23][CH3:24])=[CH:13]2)[O:2][C:3]([CH3:6])([CH3:5])[CH3:4].N1C=CC=CC=1.[F:34][C:35]([F:48])([F:47])[S:36](O[S:36]([C:35]([F:48])([F:47])[F:34])(=[O:38])=[O:37])(=[O:38])=[O:37].C(=O)(O)[O-].[Na+], predict the reaction product. The product is: [F:34][C:35]([F:48])([F:47])[S:36]([O:22][C:15]1[C:16]2[C:17](=[O:21])[O:18][CH2:19][C:20]=2[C:8]([O:7][C:1]([O:2][C:3]([CH3:6])([CH3:5])[CH3:4])=[O:27])=[C:9]2[C:14]=1[CH:13]=[C:12]([O:23][CH3:24])[C:11]([O:25][CH3:26])=[CH:10]2)(=[O:38])=[O:37].